Task: Predict the product of the given reaction.. Dataset: Forward reaction prediction with 1.9M reactions from USPTO patents (1976-2016) (1) Given the reactants C(OCC)(OCC)(OCC)C.[C:12]([O:15][C@H:16]1[CH2:20][C@@H:19](O)[CH:18]=[CH:17]1)(=[O:14])[CH3:13].C1(C=CC(O)=CC=1)O.O, predict the reaction product. The product is: [O:15]1[C:12](=[O:14])[CH2:13][CH:17]2[CH:18]=[CH:19][CH2:20][CH:16]12. (2) Given the reactants [NH2:1][C@@H:2]([C:6]1[CH:11]=[CH:10][CH:9]=[CH:8][CH:7]=1)[C:3]([OH:5])=[O:4].[OH-].[Na+].[CH3:14][C:15]([O:18][C:19](O[C:19]([O:18][C:15]([CH3:17])([CH3:16])[CH3:14])=[O:20])=[O:20])([CH3:17])[CH3:16].C(O)(=O)CC(CC(O)=O)(C(O)=O)O, predict the reaction product. The product is: [C:15]([O:18][C:19]([NH:1][C@@H:2]([C:6]1[CH:11]=[CH:10][CH:9]=[CH:8][CH:7]=1)[C:3]([OH:5])=[O:4])=[O:20])([CH3:17])([CH3:16])[CH3:14].